This data is from Reaction yield outcomes from USPTO patents with 853,638 reactions. The task is: Predict the reaction yield, written as a fraction of the theoretical maximum amount of product (1.0 means a 100% yield; for example, 0.34 means a 34% yield). (1) The reactants are C(OC(=O)[NH:10][CH2:11][CH2:12][CH2:13][CH2:14][CH2:15][C:16]([N:18]1[CH2:22][CH:21]([OH:23])[CH2:20][CH:19]1[CH:24]([C:43]1[CH:48]=[CH:47][CH:46]=[CH:45][CH:44]=1)[O:25][CH:26]([C:35]1[CH:40]=[CH:39][C:38]([O:41][CH3:42])=[CH:37][CH:36]=1)[C:27]1[CH:32]=[CH:31][C:30]([O:33][CH3:34])=[CH:29][CH:28]=1)=[O:17])C1C=CC=CC=1. The catalyst is C(OCC)(=O)C. The product is [NH2:10][CH2:11][CH2:12][CH2:13][CH2:14][CH2:15][C:16]([N:18]1[CH2:22][CH:21]([OH:23])[CH2:20][CH:19]1[CH:24]([C:43]1[CH:48]=[CH:47][CH:46]=[CH:45][CH:44]=1)[O:25][CH:26]([C:35]1[CH:40]=[CH:39][C:38]([O:41][CH3:42])=[CH:37][CH:36]=1)[C:27]1[CH:32]=[CH:31][C:30]([O:33][CH3:34])=[CH:29][CH:28]=1)=[O:17]. The yield is 0.910. (2) The reactants are [OH:1][CH2:2][C@H:3]1[CH2:8][N:7]([C:9]([O:11][C:12]([CH3:15])([CH3:14])[CH3:13])=[O:10])[C@@H:6]([CH3:16])[CH2:5][CH2:4]1.[CH3:17][S:18](Cl)(=[O:20])=[O:19]. The catalyst is C(Cl)Cl. The product is [CH3:16][C@H:6]1[CH2:5][CH2:4][C@@H:3]([CH2:2][O:1][S:18]([CH3:17])(=[O:20])=[O:19])[CH2:8][N:7]1[C:9]([O:11][C:12]([CH3:15])([CH3:14])[CH3:13])=[O:10]. The yield is 1.00.